Dataset: Forward reaction prediction with 1.9M reactions from USPTO patents (1976-2016). Task: Predict the product of the given reaction. (1) Given the reactants [OH:1][C:2]1[CH:7]=[CH:6][C:5]([CH2:8][CH2:9]O)=[CH:4][CH:3]=1.[BrH:11], predict the reaction product. The product is: [OH:1][C:2]1[CH:7]=[CH:6][C:5]([CH2:8][CH2:9][Br:11])=[CH:4][CH:3]=1. (2) Given the reactants [C:1]([C:4]1[CH:5]=[C:6]([NH:10]/[C:11](=[C:18]2\[C:19](=[O:27])[NH:20][C:21]3[C:26]\2=[CH:25][CH:24]=[CH:23][CH:22]=3)/[C:12]2[CH:17]=[CH:16][CH:15]=[CH:14][CH:13]=2)[CH:7]=[CH:8][CH:9]=1)(O)=[O:2].[CH2:28]([O:30][C:31](=[O:34])[CH2:32][NH2:33])[CH3:29].CN(C(ON1N=NC2C=CC=CC1=2)=[N+](C)C)C.[B-](F)(F)(F)F.C1C=CC2N(O)N=NC=2C=1, predict the reaction product. The product is: [CH2:28]([O:30][C:31]([CH2:32][NH:33][C:1]([C:4]1[CH:5]=[C:6]([NH:10]/[C:11](=[C:18]2\[C:19](=[O:27])[NH:20][C:21]3[C:26]\2=[CH:25][CH:24]=[CH:23][CH:22]=3)/[C:12]2[CH:17]=[CH:16][CH:15]=[CH:14][CH:13]=2)[CH:7]=[CH:8][CH:9]=1)=[O:2])=[O:34])[CH3:29]. (3) Given the reactants C(N(CC)CC)C.[CH3:8][O:9][CH2:10][CH2:11][NH2:12].O1CCCC1.[Br:18][C:19]1[C:20](Cl)=[N:21][CH:22]=[C:23]([N+:25]([O-:27])=[O:26])[CH:24]=1, predict the reaction product. The product is: [Br:18][C:19]1[C:20]([NH:12][CH2:11][CH2:10][O:9][CH3:8])=[N:21][CH:22]=[C:23]([N+:25]([O-:27])=[O:26])[CH:24]=1. (4) Given the reactants [CH2:1]([N:8]([CH2:23][C:24]1[CH:29]=[CH:28][CH:27]=[CH:26][CH:25]=1)[C:9]1[CH:14]=[CH:13][CH:12]=[C:11]([N+:15]([O-:17])=[O:16])[C:10]=1[CH:18]1OCC[O:19]1)[C:2]1[CH:7]=[CH:6][CH:5]=[CH:4][CH:3]=1.S(=O)(=O)(O)O, predict the reaction product. The product is: [CH2:23]([N:8]([CH2:1][C:2]1[CH:7]=[CH:6][CH:5]=[CH:4][CH:3]=1)[C:9]1[CH:14]=[CH:13][CH:12]=[C:11]([N+:15]([O-:17])=[O:16])[C:10]=1[CH:18]=[O:19])[C:24]1[CH:25]=[CH:26][CH:27]=[CH:28][CH:29]=1. (5) Given the reactants [CH2:1]([N:8]1[C:13](=[O:14])[C:12]2[CH:15]=[C:16]([Br:18])[O:17][C:11]=2[N:10]=[C:9]1[CH:19](Br)[CH2:20][CH3:21])[C:2]1[CH:7]=[CH:6][CH:5]=[CH:4][CH:3]=1.[CH3:23][N:24]([CH3:28])[CH2:25][CH2:26][NH2:27], predict the reaction product. The product is: [CH2:1]([N:8]1[C:13](=[O:14])[C:12]2[CH:15]=[C:16]([Br:18])[O:17][C:11]=2[N:10]=[C:9]1[CH:19]([NH:27][CH2:26][CH2:25][N:24]([CH3:28])[CH3:23])[CH2:20][CH3:21])[C:2]1[CH:7]=[CH:6][CH:5]=[CH:4][CH:3]=1. (6) The product is: [CH3:15][N:16]1[CH2:17][CH2:18][C:6]2[C:7](=[N:2][CH:3]=[C:4]([N+:11]([O-:13])=[O:12])[CH:5]=2)[CH2:21]1. Given the reactants C[N:2]1[CH:7]=[C:6]([N+]([O-])=O)[CH:5]=[C:4]([N+:11]([O-:13])=[O:12])[C:3]1=O.[CH3:15][N:16]1[CH2:21]CC[C:18](=O)[CH2:17]1.N, predict the reaction product. (7) Given the reactants [Cl:1][C:2]1[C:7]([Cl:8])=[CH:6][C:5]([NH2:9])=[C:4]([NH2:10])[CH:3]=1.[C:11](N1C=CN=C1)(N1C=CN=C1)=[O:12], predict the reaction product. The product is: [Cl:1][C:2]1[C:7]([Cl:8])=[CH:6][C:5]2[NH:9][C:11](=[O:12])[NH:10][C:4]=2[CH:3]=1. (8) Given the reactants [CH2:1]([C:3]1[CH:8]=[C:7]([N+:9]([O-])=O)[C:6]([O:12][CH3:13])=[CH:5][C:4]=1[N:14]1[CH2:19][CH2:18][N:17]([CH2:20][CH2:21][S:22]([CH3:25])(=[O:24])=[O:23])[CH2:16][CH2:15]1)[CH3:2], predict the reaction product. The product is: [CH2:1]([C:3]1[C:4]([N:14]2[CH2:15][CH2:16][N:17]([CH2:20][CH2:21][S:22]([CH3:25])(=[O:24])=[O:23])[CH2:18][CH2:19]2)=[CH:5][C:6]([O:12][CH3:13])=[C:7]([CH:8]=1)[NH2:9])[CH3:2].